This data is from Experimentally validated miRNA-target interactions with 360,000+ pairs, plus equal number of negative samples. The task is: Binary Classification. Given a miRNA mature sequence and a target amino acid sequence, predict their likelihood of interaction. (1) The miRNA is hsa-miR-329-5p with sequence GAGGUUUUCUGGGUUUCUGUUUC. The protein sequence of the target gene is MPIVDKLKEALKPGRKDSADDGELGKLLASSAKKVLLQKIEFEPASKSFSYQLEALKSKYVLLNPKTEGASRHKSGDDPPARRQGSEHTYESCGDGVPAPQKVLFPTERLSLRWERVFRVGAGLHNLGNTCFLNATIQCLTYTPPLANYLLSKEHARSCHQGSFCMLCVMQNHIVQAFANSGNAIKPVSFIRDLKKIARHFRFGNQEDAHEFLRYTIDAMQKACLNGCAKLDRQTQATTLVHQIFGGYLRSRVKCSVCKSVSDTYDPYLDVALEIRQAANIVRALELFVKADVLSGENAY.... Result: 1 (interaction). (2) The miRNA is ath-miR157a-5p with sequence UUGACAGAAGAUAGAGAGCAC. The protein sequence of the target gene is MDASRDIGSFVVWDYVVFAGMLLISAAIGIYYAFAGGGQQTSKDFLMGGRSMSAVPVALSLTASFMSAVTVLGTPAEVYRFGAIFSIFVITYFFVVVISAEVFLPVFYRLGITSTYEYLELRFNRCIRLCGTILFIVQTILYTGIVIYAPALALNQVTGFDLWGAVVATGVVCTFYCTLGGLKAVVWTDVFQVGIMVAGFASVIIQASITQHGINKILSDAFNGGRLNFWNFDPNPLQRHTFWTIVIGGTFTWTTIYGVNQSQVQRYISCKSRLHAKLSLYVNLVGLWVILTCSIFCGLA.... Result: 0 (no interaction). (3) The miRNA is hsa-miR-6893-5p with sequence CAGGCAGGUGUAGGGUGGAGC. The protein sequence of the target gene is MPGRAPLRTVPGALGAWLLGGLWAWTLCGLCSLGAVGAPRPCQAPQQWEGRQVMYQQSSGRNSRALLSYDGLNQRVRVLDERKALIPCKRLFEYILLYKDGVMFQIDQATKQCSKMTLTQPWDPLDIPQNSTFEDQYSIGGPQEQITVQEWSDRKSARSYETWIGIYTVKDCYPVQETFTINYSVILSTRFFDIQLGIKDPSVFTPPSTCQMAQLEKMSEDCSW. Result: 0 (no interaction). (4) The miRNA is hsa-miR-186-5p with sequence CAAAGAAUUCUCCUUUUGGGCU. The protein sequence of the target gene is MADGKAGDEKPEKSQRAGAAGGPEEEAEKPVKTKTVSSSNGGESSSRSAEKRSAEEEAADLPTKPTKISKFGFAIGSQTTKKASAISIKLGSSKPKETVPTLAPKTLSVAAAFNEDEDSEPEEMPPEAKMRMKNIGRDTPTSAGPNSFNKGKHGFSDNQKLWERNIKSHLGNVHDQDN. Result: 1 (interaction). (5) The protein sequence of the target gene is MSNEVETSATNGQPDQQAAPKAPSKKEKKKGPEKTDEYLLARFKGDGVKYKAKLIGIDDVPDARGDKMSQDSMMKLKGMAAAGRSQGQHKQRIWVNISLSGIKIIDEKTGVIEHEHPVNKISFIARDVTDNRAFGYVCGGEGQHQFFAIKTGQQAEPLVVDLKDLFQVIYNVKKKEEEKKKIEEASKAVENGSEALMILDDQTNKLKSGVDQMDLFGDMSTPPDLNSPTESKDILLVDLNSEIDTNQNSLRENPFLTNGITSCSLPRPTPQASFLPENAFSANLNFFPTPNPDPFRDDPF.... The miRNA is hsa-miR-3157-3p with sequence CUGCCCUAGUCUAGCUGAAGCU. Result: 1 (interaction).